This data is from Catalyst prediction with 721,799 reactions and 888 catalyst types from USPTO. The task is: Predict which catalyst facilitates the given reaction. (1) The catalyst class is: 3. Product: [CH2:1]([O:8][C:9]([N:11]1[CH:15]([C:16](=[O:18])[NH:62][C:63]2[S:64][CH:65]=[C:66]([C:68]3[CH:69]=[CH:70][C:71]([C:72](=[O:73])[NH:74][CH:75]4[CH2:77][CH2:76]4)=[CH:78][CH:79]=3)[N:67]=2)[CH2:14][S:13][C@@H:12]1[C:19]1[C:28]2[C:23](=[CH:24][CH:25]=[CH:26][CH:27]=2)[N:22]=[CH:21][CH:20]=1)=[O:10])[C:2]1[CH:3]=[CH:4][CH:5]=[CH:6][CH:7]=1. Reactant: [CH2:1]([O:8][C:9]([N:11]1[CH:15]([C:16]([OH:18])=O)[CH2:14][S:13][C@@H:12]1[C:19]1[C:28]2[C:23](=[CH:24][CH:25]=[CH:26][CH:27]=2)[N:22]=[CH:21][CH:20]=1)=[O:10])[C:2]1[CH:7]=[CH:6][CH:5]=[CH:4][CH:3]=1.CCN(C(C)C)C(C)C.CN(C(ON1N=NC2C=CC=NC1=2)=[N+](C)C)C.F[P-](F)(F)(F)(F)F.[NH2:62][C:63]1[S:64][CH:65]=[C:66]([C:68]2[CH:79]=[CH:78][C:71]([C:72]([NH:74][CH:75]3[CH2:77][CH2:76]3)=[O:73])=[CH:70][CH:69]=2)[N:67]=1. (2) Reactant: Br[C:2]1[C:7]([F:8])=[C:6]([Cl:9])[N:5]=[C:4]([N:10]2[CH2:15][CH2:14][O:13][CH2:12][CH2:11]2)[CH:3]=1.[CH3:16][C:17]1[N:22]=[CH:21][C:20]([NH2:23])=[CH:19][C:18]=1B1OC(C)(C)C(C)(C)O1.C([O-])([O-])=O.[Na+].[Na+]. Product: [Cl:9][C:6]1[C:7]([F:8])=[C:2]([C:18]2[C:17]([CH3:16])=[N:22][CH:21]=[C:20]([NH2:23])[CH:19]=2)[CH:3]=[C:4]([N:10]2[CH2:15][CH2:14][O:13][CH2:12][CH2:11]2)[N:5]=1. The catalyst class is: 104. (3) Reactant: Br[CH:2]([C:13]1[CH:18]=[CH:17][C:16]([O:19][CH3:20])=[CH:15][CH:14]=1)[C:3]([C:5]1[CH:6]=[N:7][C:8]([O:11][CH3:12])=[CH:9][CH:10]=1)=[O:4].CC(C)=[O:23]. Product: [OH:23][CH:2]([C:13]1[CH:18]=[CH:17][C:16]([O:19][CH3:20])=[CH:15][CH:14]=1)[C:3]([C:5]1[CH:6]=[N:7][C:8]([O:11][CH3:12])=[CH:9][CH:10]=1)=[O:4]. The catalyst class is: 6. (4) Reactant: [C:1]([C:3]1[N:7]2[CH:8]=[CH:9][CH:10]=[CH:11][C:6]2=[N:5][CH:4]=1)#[CH:2].N1C=C(C#C[C:23]2[CH:24]=[C:25]([CH:47]=[CH:48][C:49]=2[CH3:50])[C:26]([NH:28][C:29]2[CH:34]=[CH:33][C:32]([CH2:35][N:36]3[CH2:41][CH2:40][N:39]([CH3:42])[CH2:38][CH2:37]3)=[C:31]([C:43]([F:46])([F:45])[F:44])[CH:30]=2)=[O:27])N2C=CN=CC=12.N#N.C(N(CC)C(C)C)(C)C. Product: [N:5]1[CH:4]=[C:3]([C:1]#[C:2][C:48]2[CH:47]=[C:25]([CH:24]=[CH:23][C:49]=2[CH3:50])[C:26]([NH:28][C:29]2[CH:34]=[CH:33][C:32]([CH2:35][N:36]3[CH2:41][CH2:40][N:39]([CH3:42])[CH2:38][CH2:37]3)=[C:31]([C:43]([F:46])([F:45])[F:44])[CH:30]=2)=[O:27])[N:7]2[CH:8]=[CH:9][CH:10]=[CH:11][C:6]=12. The catalyst class is: 3. (5) Reactant: [CH3:1][C:2]1[C:3]([O:8][C:9]2[CH:10]=[C:11]([CH:26]=[CH:27][CH:28]=2)[CH:12]=[C:13]2[CH2:18][CH2:17][N:16](C(OC(C)(C)C)=O)[CH2:15][CH2:14]2)=[N:4][CH:5]=[CH:6][CH:7]=1.[ClH:29].O1CCOCC1. Product: [ClH:29].[CH3:1][C:2]1[C:3]([O:8][C:9]2[CH:28]=[CH:27][CH:26]=[C:11]([CH:12]=[C:13]3[CH2:18][CH2:17][NH:16][CH2:15][CH2:14]3)[CH:10]=2)=[N:4][CH:5]=[CH:6][CH:7]=1. The catalyst class is: 2. (6) Reactant: [NH2:1][C:2]1[S:3][C@:4]2([C:19]([O:21][CH2:22][CH3:23])=[O:20])[C@H:6]([C@:7]([C:10]3[CH:15]=[C:14]([NH2:16])[CH:13]=[C:12]([F:17])[C:11]=3[F:18])([CH3:9])[N:8]=1)[CH2:5]2.[Cl:24][C:25]1[CH:26]=[CH:27][C:28]([C:31](O)=[O:32])=[N:29][CH:30]=1.CCCP(=O)=O. Product: [NH2:1][C:2]1[S:3][C@:4]2([C:19]([O:21][CH2:22][CH3:23])=[O:20])[C@H:6]([C@:7]([C:10]3[CH:15]=[C:14]([NH:16][C:31](=[O:32])[C:28]4[CH:27]=[CH:26][C:25]([Cl:24])=[CH:30][N:29]=4)[CH:13]=[C:12]([F:17])[C:11]=3[F:18])([CH3:9])[N:8]=1)[CH2:5]2. The catalyst class is: 474. (7) Reactant: CC1C=CC(S([O-])(=O)=O)=CC=1.[OH:12][C:13]1[CH:18]=[CH:17][C:16]([S+:19]([C:26]2[CH:31]=[CH:30][CH:29]=[CH:28][CH:27]=2)[C:20]2[CH:25]=[CH:24][CH:23]=[CH:22][CH:21]=2)=[CH:15][CH:14]=1.[F:32][C:33]([F:49])([S:45]([O-:48])(=[O:47])=[O:46])[CH:34]([O:39][C:40](=[O:44])[C:41]([CH3:43])=[CH2:42])[C:35]([F:38])([F:37])[F:36].C([NH+](CC)CC)C. Product: [F:49][C:33]([F:32])([S:45]([O-:48])(=[O:46])=[O:47])[CH:34]([O:39][C:40](=[O:44])[C:41]([CH3:43])=[CH2:42])[C:35]([F:36])([F:38])[F:37].[OH:12][C:13]1[CH:18]=[CH:17][C:16]([S+:19]([C:26]2[CH:27]=[CH:28][CH:29]=[CH:30][CH:31]=2)[C:20]2[CH:25]=[CH:24][CH:23]=[CH:22][CH:21]=2)=[CH:15][CH:14]=1. The catalyst class is: 46.